From a dataset of Forward reaction prediction with 1.9M reactions from USPTO patents (1976-2016). Predict the product of the given reaction. (1) Given the reactants [Cl:1][C:2]1[C:11]2[C:6](=[CH:7][CH:8]=[C:9]([NH2:12])[CH:10]=2)[N:5]=[CH:4][CH:3]=1.[C:13](Cl)(=[O:15])[CH3:14].C(N(CC)CC)C.CN(C)C=O, predict the reaction product. The product is: [Cl:1][C:2]1[C:11]2[C:6](=[CH:7][CH:8]=[C:9]([NH:12][C:13](=[O:15])[CH3:14])[CH:10]=2)[N:5]=[CH:4][CH:3]=1. (2) Given the reactants [F:1][C:2]([F:39])([F:38])[C:3]1[CH:4]=[C:5]([C@H:13]([O:15][C@H:16]2[CH2:24][N:23]3[C@@H:18]([CH2:19][C:20]([CH3:30])([C:26]([O:28]C)=[O:27])[CH2:21][C:22]3=[O:25])[C@@H:17]2[C:31]2[CH:36]=[CH:35][C:34]([F:37])=[CH:33][CH:32]=2)[CH3:14])[CH:6]=[C:7]([C:9]([F:12])([F:11])[F:10])[CH:8]=1.O[Li].O.C1COCC1.O, predict the reaction product. The product is: [F:39][C:2]([F:1])([F:38])[C:3]1[CH:4]=[C:5]([C@H:13]([O:15][C@H:16]2[CH2:24][N:23]3[C@@H:18]([CH2:19][C:20]([CH3:30])([C:26]([OH:28])=[O:27])[CH2:21][C:22]3=[O:25])[C@@H:17]2[C:31]2[CH:36]=[CH:35][C:34]([F:37])=[CH:33][CH:32]=2)[CH3:14])[CH:6]=[C:7]([C:9]([F:10])([F:11])[F:12])[CH:8]=1. (3) Given the reactants [NH2:1][C:2]1[S:10][C:5]2[CH2:6][O:7][CH2:8][CH2:9][C:4]=2[C:3]=1[C:11]([O:13]CC)=[O:12], predict the reaction product. The product is: [NH2:1][C:2]1[S:10][C:5]2[CH2:6][O:7][CH2:8][CH2:9][C:4]=2[C:3]=1[C:11]([OH:13])=[O:12]. (4) The product is: [CH3:1][O:2][C:3]1[CH:4]=[C:5]([N:22]2[CH2:23][CH2:24][NH:25][CH2:26][CH2:27]2)[CH:6]=[CH:7][C:8]=1[NH:9][C:10]([C:12]1[C:16]2[C:17](=[O:21])[NH:18][CH2:19][CH2:20][C:15]=2[O:14][CH:13]=1)=[O:11]. Given the reactants [CH3:1][O:2][C:3]1[CH:4]=[C:5]([N:22]2[CH2:27][CH2:26][N:25](C(OC(C)(C)C)=O)[CH2:24][CH2:23]2)[CH:6]=[CH:7][C:8]=1[NH:9][C:10]([C:12]1[C:16]2[C:17](=[O:21])[NH:18][CH2:19][CH2:20][C:15]=2[O:14][CH:13]=1)=[O:11].FC(F)(F)C(O)=O, predict the reaction product. (5) Given the reactants [C:1]1(=[O:12])[O:7][C:5](=O)[C:4]2=[CH:8][CH:9]=[CH:10][CH:11]=[C:3]2[CH2:2]1.Cl.Cl.[CH3:15][NH:16][NH:17][CH:18]([CH3:20])[CH3:19], predict the reaction product. The product is: [CH3:15][N:16]1[C:1](=[O:12])[CH2:2][C:3]2[CH:11]=[CH:10][CH:9]=[CH:8][C:4]=2[C:5](=[O:7])[N:17]1[CH:18]([CH3:20])[CH3:19]. (6) Given the reactants CCCP(=O)=O.Cl.[Cl:8][C:9]1[CH:14]=[CH:13][C:12]([CH:15]2[CH2:20][CH2:19][CH2:18][NH:17][CH2:16]2)=[C:11]([CH3:21])[CH:10]=1.[CH3:22][N:23]1[CH:27]=[C:26]([C:28](O)=[O:29])[CH:25]=[N:24]1, predict the reaction product. The product is: [Cl:8][C:9]1[CH:14]=[CH:13][C:12]([CH:15]2[CH2:20][CH2:19][CH2:18][N:17]([C:28]([C:26]3[CH:25]=[N:24][N:23]([CH3:22])[CH:27]=3)=[O:29])[CH2:16]2)=[C:11]([CH3:21])[CH:10]=1.